This data is from Reaction yield outcomes from USPTO patents with 853,638 reactions. The task is: Predict the reaction yield, written as a fraction of the theoretical maximum amount of product (1.0 means a 100% yield; for example, 0.34 means a 34% yield). The reactants are [C:1]1(=O)[CH2:4][CH2:3][CH2:2]1.C(O)(=O)C.[CH2:10]([O:12][C:13](=[O:21])[CH2:14][CH:15]1[CH2:20][CH2:19][NH:18][CH2:17][CH2:16]1)[CH3:11].C(O[BH-](OC(=O)C)OC(=O)C)(=O)C.[Na+].C(=O)(O)[O-].[Na+]. The catalyst is ClCCl. The product is [CH2:10]([O:12][C:13](=[O:21])[CH2:14][CH:15]1[CH2:20][CH2:19][N:18]([CH:1]2[CH2:4][CH2:3][CH2:2]2)[CH2:17][CH2:16]1)[CH3:11]. The yield is 0.883.